Dataset: Peptide-MHC class I binding affinity with 185,985 pairs from IEDB/IMGT. Task: Regression. Given a peptide amino acid sequence and an MHC pseudo amino acid sequence, predict their binding affinity value. This is MHC class I binding data. The peptide sequence is MATMLEYVR. The MHC is HLA-A03:01 with pseudo-sequence HLA-A03:01. The binding affinity (normalized) is 0.296.